Dataset: Ames mutagenicity test results for genotoxicity prediction. Task: Regression/Classification. Given a drug SMILES string, predict its toxicity properties. Task type varies by dataset: regression for continuous values (e.g., LD50, hERG inhibition percentage) or binary classification for toxic/non-toxic outcomes (e.g., AMES mutagenicity, cardiotoxicity, hepatotoxicity). Dataset: ames. The compound is C=C(C)C(=O)OCCCCCCCC. The result is 0 (non-mutagenic).